Dataset: Full USPTO retrosynthesis dataset with 1.9M reactions from patents (1976-2016). Task: Predict the reactants needed to synthesize the given product. (1) The reactants are: [C:1]([C:5]1[CH:10]=[CH:9][C:8]([N:11]2[C:15](=[O:16])[C:14]([CH3:18])([CH3:17])[N:13]([CH2:19][C:20]3[CH:25]=[CH:24][N:23]4[O:26][C:27](=S)[N:28]=[C:22]4[CH:21]=3)[C:12]2=[O:30])=[CH:7][CH:6]=1)([CH3:4])([CH3:3])[CH3:2].[NH3:31]. Given the product [C:1]([C:5]1[CH:10]=[CH:9][C:8]([N:11]2[C:15](=[O:16])[C:14]([CH3:18])([CH3:17])[N:13]([CH2:19][C:20]3[CH:25]=[CH:24][N:23]=[C:22]([NH:28][C:27]([NH2:31])=[O:26])[CH:21]=3)[C:12]2=[O:30])=[CH:7][CH:6]=1)([CH3:4])([CH3:3])[CH3:2], predict the reactants needed to synthesize it. (2) Given the product [Cl:10][C:6]1[CH:5]=[C:4]([C:2](=[O:3])[CH2:1][CH2:23][N:20]2[CH2:19][CH2:18][N:17]([C:12]3[CH:13]=[CH:14][CH:15]=[CH:16][N:11]=3)[CH2:22][CH2:21]2)[CH:9]=[CH:8][CH:7]=1, predict the reactants needed to synthesize it. The reactants are: [CH3:1][C:2]([C:4]1[CH:9]=[CH:8][CH:7]=[C:6]([Cl:10])[CH:5]=1)=[O:3].[N:11]1[CH:16]=[CH:15][CH:14]=[CH:13][C:12]=1[N:17]1[CH2:22][CH2:21][NH:20][CH2:19][CH2:18]1.[CH2:23]=O.Cl. (3) Given the product [N:3]1[CH:4]=[CH:5][CH:6]=[N:1][C:2]=1[C:7]1[C:11]2[CH2:12][NH:13][CH2:14][CH2:15][C:10]=2[NH:9][N:8]=1, predict the reactants needed to synthesize it. The reactants are: [N:1]1[CH:6]=[CH:5][CH:4]=[N:3][C:2]=1[C:7]1[C:11]2[CH2:12][N:13](C(OC(C)(C)C)=O)[CH2:14][CH2:15][C:10]=2[N:9](COCC[Si](C)(C)C)[N:8]=1.C(O)(C(F)(F)F)=O. (4) Given the product [CH3:1][C@H:2]([C@H:23]([CH3:27])[CH2:24][CH2:25][CH3:26])[C:3]([OH:4])=[O:33], predict the reactants needed to synthesize it. The reactants are: [CH3:1][C@H:2]([C@H:23]([CH3:27])[CH2:24][CH2:25][CH3:26])[C:3](N1[C@@H](C2C=CC=CC=2)[C@@H](C2C=CC=CC=2)OC1=O)=[O:4].O[Li].O.OO.[O:33]1CCNC1=O.C1COCC1.[Li+].[OH-].O.OO. (5) Given the product [Br:19][C:9]1[CH:8]=[C:7]([C:1]2[CH:2]=[CH:3][CH:4]=[CH:5][CH:6]=2)[N:12]=[N:11][C:10]=1[NH2:13], predict the reactants needed to synthesize it. The reactants are: [C:1]1([C:7]2[N:12]=[N:11][C:10]([NH2:13])=[CH:9][CH:8]=2)[CH:6]=[CH:5][CH:4]=[CH:3][CH:2]=1.C([O-])(O)=O.[Na+].[Br:19]Br. (6) Given the product [F:1][C:2]([F:9])([F:8])[CH2:3][CH2:4][C:5]([NH:58][C@:50]([C:47]1[CH:48]=[CH:49][C:44]([F:43])=[C:45]([O:73][CH:74]([CH3:76])[CH3:75])[CH:46]=1)([C:59]1[CH:64]=[C:63]([O:65][C:66]([F:71])([F:70])[CH:67]([F:69])[F:68])[CH:62]=[C:61]([F:72])[CH:60]=1)[CH2:51][C:52]1[CH:57]=[CH:56][CH:55]=[CH:54][CH:53]=1)=[O:6], predict the reactants needed to synthesize it. The reactants are: [F:1][C:2]([F:9])([F:8])[CH2:3][CH2:4][C:5](O)=[O:6].F[P-](F)(F)(F)(F)F.N1(O[P+](N2CCCC2)(N2CCCC2)N2CCCC2)C2C=CC=CC=2N=N1.[F:43][C:44]1[CH:49]=[CH:48][C:47]([C@:50]([C:59]2[CH:64]=[C:63]([O:65][C:66]([F:71])([F:70])[CH:67]([F:69])[F:68])[CH:62]=[C:61]([F:72])[CH:60]=2)([NH2:58])[CH2:51][C:52]2[CH:57]=[CH:56][CH:55]=[CH:54][CH:53]=2)=[CH:46][C:45]=1[O:73][CH:74]([CH3:76])[CH3:75].CN1CCOCC1.